Dataset: Full USPTO retrosynthesis dataset with 1.9M reactions from patents (1976-2016). Task: Predict the reactants needed to synthesize the given product. (1) Given the product [Cl:16][C:17]1[CH:22]=[C:21]([CH:7]([C:9]2[CH:14]=[CH:13][CH:12]=[C:11]([F:15])[CH:10]=2)[CH3:8])[N:20]=[CH:19][N:18]=1, predict the reactants needed to synthesize it. The reactants are: [Cl-].C[SiH](C)C.Br[CH:7]([C:9]1[CH:14]=[CH:13][CH:12]=[C:11]([F:15])[CH:10]=1)[CH3:8].[Cl:16][C:17]1[CH:22]=[C:21](Cl)[N:20]=[CH:19][N:18]=1.O. (2) The reactants are: [NH:1]1[C:9]2[C:4](=[CH:5][C:6]([C:10]([OH:12])=O)=[CH:7][CH:8]=2)[CH:3]=[CH:2]1.[NH2:13][CH2:14][CH2:15][OH:16]. Given the product [OH:16][CH2:15][CH2:14][NH:13][C:10]([C:6]1[CH:5]=[C:4]2[C:9](=[CH:8][CH:7]=1)[NH:1][CH:2]=[CH:3]2)=[O:12], predict the reactants needed to synthesize it. (3) Given the product [C:1]1([C:7]2[O:11][N:10]=[C:9]([CH2:12][O:13][C:14]3[CH:19]=[CH:18][C:17]([C:20]4[O:24][N:23]=[C:22]([OH:33])[CH:21]=4)=[CH:16][CH:15]=3)[CH:8]=2)[CH:6]=[CH:5][CH:4]=[CH:3][CH:2]=1, predict the reactants needed to synthesize it. The reactants are: [C:1]1([C:7]2[O:11][N:10]=[C:9]([CH2:12][O:13][C:14]3[CH:19]=[CH:18][C:17]([C:20]4[O:24][N:23]=[C:22](CC(C)(C)C([O-])=O)[CH:21]=4)=[CH:16][CH:15]=3)[CH:8]=2)[CH:6]=[CH:5][CH:4]=[CH:3][CH:2]=1.C[OH:33]. (4) The reactants are: [CH2:1]([O:3][C:4]([C:6]1[C:15](=[O:16])[C:14]2[C:9](=[C:10]([C:19]#[C:20][CH2:21][C@@H:22]3[CH2:26][CH2:25][CH2:24][N:23]3[C:27]([O:29][C:30]([CH3:33])([CH3:32])[CH3:31])=[O:28])[C:11]([F:18])=[C:12]([F:17])[CH:13]=2)[N:8]([CH:34]2[CH2:36][CH2:35]2)[CH:7]=1)=[O:5])[CH3:2].B1C2CCCC1CCC2.[OH-].[Na+].OO. Given the product [CH2:1]([O:3][C:4]([C:6]1[C:15](=[O:16])[C:14]2[C:9](=[C:10]([CH2:19][CH2:20][CH2:21][C@@H:22]3[CH2:26][CH2:25][CH2:24][N:23]3[C:27]([O:29][C:30]([CH3:31])([CH3:32])[CH3:33])=[O:28])[C:11]([F:18])=[C:12]([F:17])[CH:13]=2)[N:8]([CH:34]2[CH2:35][CH2:36]2)[CH:7]=1)=[O:5])[CH3:2], predict the reactants needed to synthesize it. (5) Given the product [CH3:1][C:2]1[CH:7]=[CH:6][C:5]([S:8][C:9]2[CH:10]=[C:11]([NH:15][C:19](=[O:21])[CH3:20])[CH:12]=[CH:13][CH:14]=2)=[C:4]([N+:16]([O-:18])=[O:17])[CH:3]=1, predict the reactants needed to synthesize it. The reactants are: [CH3:1][C:2]1[CH:7]=[CH:6][C:5]([S:8][C:9]2[CH:10]=[C:11]([NH2:15])[CH:12]=[CH:13][CH:14]=2)=[C:4]([N+:16]([O-:18])=[O:17])[CH:3]=1.[C:19](Cl)(=[O:21])[CH3:20]. (6) Given the product [CH2:15]=[O:16].[C:1]1([S:11]([OH:14])(=[O:12])=[O:13])[C:10]2[C:5](=[CH:6][CH:7]=[CH:8][CH:9]=2)[CH:4]=[CH:3][CH:2]=1, predict the reactants needed to synthesize it. The reactants are: [C:1]1([S:11]([OH:14])(=[O:13])=[O:12])[C:10]2[C:5](=[CH:6][CH:7]=[CH:8][CH:9]=2)[CH:4]=[CH:3][CH:2]=1.[CH2:15]=[O:16].S([O-])([O-])=O. (7) Given the product [O:35]1[C:39]2[CH:40]=[CH:41][C:42]([NH:44][C:13]([CH:10]3[CH2:9][CH2:8][N:7]([C:3]4[CH:2]=[C:1]([C:16]5[CH:17]=[CH:18][CH:19]=[CH:20][CH:21]=5)[CH:6]=[CH:5][CH:4]=4)[CH2:12][CH2:11]3)=[O:14])=[CH:43][C:38]=2[CH:37]=[N:36]1, predict the reactants needed to synthesize it. The reactants are: [C:1]1([C:16]2[CH:21]=[CH:20][CH:19]=[CH:18][CH:17]=2)[CH:6]=[CH:5][CH:4]=[C:3]([N:7]2[CH2:12][CH2:11][CH:10]([C:13](O)=[O:14])[CH2:9][CH2:8]2)[CH:2]=1.BrC1C=C(C2C=CC=CC=2)C=CC=1.[O:35]1[C:39]2[CH:40]=[CH:41][C:42]([NH2:44])=[CH:43][C:38]=2[CH:37]=[N:36]1. (8) Given the product [CH2:1]([O:3][C:4](=[O:32])[C@@H:5]([O:30][CH3:31])[CH2:6][C:7]1[CH:12]=[CH:11][C:10]([C:13](=[O:34])[CH2:14][CH2:15][CH2:16][O:17][C:18]2[CH:19]=[CH:20][C:21]([C:24]3[CH:29]=[CH:28][CH:27]=[CH:26][CH:25]=3)=[CH:22][CH:23]=2)=[CH:9][CH:8]=1)[CH3:2], predict the reactants needed to synthesize it. The reactants are: [CH2:1]([O:3][C:4](=[O:32])[C@@H:5]([O:30][CH3:31])[CH2:6][C:7]1[CH:12]=[CH:11][C:10]([C:13]#[C:14][CH2:15][CH2:16][O:17][C:18]2[CH:23]=[CH:22][C:21]([C:24]3[CH:29]=[CH:28][CH:27]=[CH:26][CH:25]=3)=[CH:20][CH:19]=2)=[CH:9][CH:8]=1)[CH3:2].C[OH:34]. (9) The reactants are: CC1C=CC(S(O)(=O)=O)=CC=1.CC1C=CC(S(O)(=O)=O)=CC=1.[CH3:23][N:24]1[CH:28]=[C:27]([CH2:29][CH2:30][NH2:31])[N:26]=[CH:25]1. Given the product [CH3:23][N:24]1[CH:28]=[C:27]([CH2:29][CH2:30][NH2:31])[N:26]=[CH:25]1, predict the reactants needed to synthesize it. (10) Given the product [F:17][CH:2]([F:1])[C:3]1[C:4]([C:11]2[CH:12]=[N:13][N:14]([CH3:16])[CH:15]=2)=[CH:5][C:6]([F:10])=[C:7]([CH:9]=1)[NH:8][C:19]1[C:23]2[CH2:24][N:25]([C:28](=[O:30])[CH3:29])[CH2:26][CH2:27][C:22]=2[N:21]([CH:31]2[CH2:32][O:33][CH2:34]2)[N:20]=1, predict the reactants needed to synthesize it. The reactants are: [F:1][CH:2]([F:17])[C:3]1[C:4]([C:11]2[CH:12]=[N:13][N:14]([CH3:16])[CH:15]=2)=[CH:5][C:6]([F:10])=[C:7]([CH:9]=1)[NH2:8].Br[C:19]1[C:23]2[CH2:24][N:25]([C:28](=[O:30])[CH3:29])[CH2:26][CH2:27][C:22]=2[N:21]([CH:31]2[CH2:34][O:33][CH2:32]2)[N:20]=1.C1(P(C2CCCCC2)C2C(OC)=CC=C(OC)C=2C2C(C(C)C)=CC(C(C)C)=CC=2C(C)C)CCCCC1.COC(C)(C)C.CC([O-])(C)C.[Na+].